From a dataset of Forward reaction prediction with 1.9M reactions from USPTO patents (1976-2016). Predict the product of the given reaction. The product is: [OH:31][NH:30][C:28](=[O:29])/[CH:27]=[CH:26]/[C:23]1[CH:24]=[CH:25][N:21]([S:18]([C:15]2[CH:14]=[CH:13][C:12]([C:9]3[CH:10]=[CH:11][C:6]([NH:5][S:2]([CH3:1])(=[O:4])=[O:3])=[CH:7][CH:8]=3)=[CH:17][CH:16]=2)(=[O:19])=[O:20])[CH:22]=1. Given the reactants [CH3:1][S:2]([NH:5][C:6]1[CH:11]=[CH:10][C:9]([C:12]2[CH:17]=[CH:16][C:15]([S:18]([N:21]3[CH:25]=[CH:24][C:23](/[CH:26]=[CH:27]/[C:28]([NH:30][O:31]C4CCCCO4)=[O:29])=[CH:22]3)(=[O:20])=[O:19])=[CH:14][CH:13]=2)=[CH:8][CH:7]=1)(=[O:4])=[O:3], predict the reaction product.